From a dataset of Catalyst prediction with 721,799 reactions and 888 catalyst types from USPTO. Predict which catalyst facilitates the given reaction. (1) Reactant: [Br:1][C:2]1[CH:3]=[C:4]2[CH:10]=[N:9][NH:8][C:5]2=[N:6][CH:7]=1.O[CH2:12][N:13]1[CH2:17][CH:16]([CH2:18][CH2:19][CH3:20])[CH2:15][C:14]1=[O:21]. Product: [Br:1][C:2]1[CH:7]=[N:6][C:5]2=[N:8][N:9]([CH2:12][N:13]3[CH2:17][CH:16]([CH2:18][CH2:19][CH3:20])[CH2:15][C:14]3=[O:21])[CH:10]=[C:4]2[CH:3]=1. The catalyst class is: 55. (2) Reactant: C([O:3][C:4]([C:6]1[CH:11]=[CH:10][C:9](=[O:12])[N:8]([CH2:13][CH2:14][O:15][CH3:16])[CH:7]=1)=[O:5])C.[OH-].[Li+]. Product: [CH3:16][O:15][CH2:14][CH2:13][N:8]1[C:9](=[O:12])[CH:10]=[CH:11][C:6]([C:4]([OH:5])=[O:3])=[CH:7]1. The catalyst class is: 38. (3) Reactant: [CH2:1]=[C:2]([C:4]1[N:5]=[CH:6][C:7]([O:10][C@H:11]2[CH2:32][N:14]3[CH2:15][CH2:16][N:17]([S:19]([C:22]4[CH:27]=[CH:26][C:25]([C:28]([F:31])([F:30])[F:29])=[CH:24][CH:23]=4)(=[O:21])=[O:20])[CH2:18][C@@H:13]3[CH2:12]2)=[N:8][CH:9]=1)[CH3:3].[H][H]. Product: [CH:2]([C:4]1[N:5]=[CH:6][C:7]([O:10][C@H:11]2[CH2:32][N:14]3[CH2:15][CH2:16][N:17]([S:19]([C:22]4[CH:27]=[CH:26][C:25]([C:28]([F:30])([F:31])[F:29])=[CH:24][CH:23]=4)(=[O:20])=[O:21])[CH2:18][C@@H:13]3[CH2:12]2)=[N:8][CH:9]=1)([CH3:3])[CH3:1]. The catalyst class is: 261. (4) Reactant: [H-].[Na+].[CH3:3][O:4][C:5]1[CH:6]=[C:7]([CH:10]=[CH:11][C:12]=1[N:13]1[CH:17]=[C:16]([CH3:18])[N:15]=[CH:14]1)[CH:8]=O.C([N:22]1[CH2:27][CH2:26][CH2:25][CH2:24][C:23]1=[O:28])(=O)C.O. Product: [CH3:3][O:4][C:5]1[CH:6]=[C:7]([CH:10]=[CH:11][C:12]=1[N:13]1[CH:17]=[C:16]([CH3:18])[N:15]=[CH:14]1)/[CH:8]=[C:24]1/[C:23](=[O:28])[NH:22][CH2:27][CH2:26][CH2:25]/1. The catalyst class is: 118. (5) Reactant: [CH:1]1([NH:4][C:5]([C@H:7]2[O:11]C(C(C)C)=[N:9][C@H:8]2[CH2:15][CH2:16][CH3:17])=[O:6])[CH2:3][CH2:2]1.[ClH:18]. Product: [ClH:18].[CH:1]1([NH:4][C:5](=[O:6])[C@@H:7]([OH:11])[C@@H:8]([NH2:9])[CH2:15][CH2:16][CH3:17])[CH2:3][CH2:2]1. The catalyst class is: 21. (6) Reactant: Cl.[CH:2]1([N:5]2[CH2:10][CH2:9][C:8]([S:14]([C:17]3[CH:22]=[CH:21][C:20]([C:23]4[CH:28]=[CH:27][C:26]([O:29][C:30]([F:35])([F:34])[CH:31]([F:33])[F:32])=[CH:25][CH:24]=4)=[CH:19][CH:18]=3)(=[O:16])=[O:15])([C:11](O)=[O:12])[CH2:7][CH2:6]2)[CH2:4][CH2:3]1.C(N(CC)CC)C.F[B-](F)(F)F.N1(OC(N(C)C)=[N+](C)C)C2C=CC=CC=2N=N1.[O:65]1[CH2:70][CH2:69][CH2:68][CH2:67][CH:66]1[O:71][NH2:72]. Product: [CH:2]1([N:5]2[CH2:10][CH2:9][C:8]([S:14]([C:17]3[CH:18]=[CH:19][C:20]([C:23]4[CH:28]=[CH:27][C:26]([O:29][C:30]([F:34])([F:35])[CH:31]([F:32])[F:33])=[CH:25][CH:24]=4)=[CH:21][CH:22]=3)(=[O:15])=[O:16])([C:11]([NH:72][O:71][CH:66]3[CH2:67][CH2:68][CH2:69][CH2:70][O:65]3)=[O:12])[CH2:7][CH2:6]2)[CH2:4][CH2:3]1. The catalyst class is: 42.